This data is from Full USPTO retrosynthesis dataset with 1.9M reactions from patents (1976-2016). The task is: Predict the reactants needed to synthesize the given product. Given the product [CH2:34]([O:33][C:31]([NH:30][CH:25]([CH2:24][N:23]1[C:12]([C:13]2[CH:18]=[CH:17][CH:16]=[CH:15][CH:14]=2)=[C:11]2[C:6]([N:7]([CH3:22])[C:8](=[O:21])[N:9]([CH3:20])[C:10]2=[O:19])=[CH:5]1)[C:26]([O:28][CH3:29])=[O:27])=[O:32])[C:35]1[CH:36]=[CH:37][CH:38]=[CH:39][CH:40]=1, predict the reactants needed to synthesize it. The reactants are: NCCN1[C:12]([C:13]2[CH:18]=[CH:17][CH:16]=[CH:15][CH:14]=2)=[C:11]2[C:6]([N:7]([CH3:22])[C:8](=[O:21])[N:9]([CH3:20])[C:10]2=[O:19])=[CH:5]1.[NH2:23][CH2:24][C@H:25]([NH:30][C:31]([O:33][CH2:34][C:35]1[CH:40]=[CH:39][CH:38]=[CH:37][CH:36]=1)=[O:32])[C:26]([O:28][CH3:29])=[O:27].C(N(CC)CC)C.